Dataset: Catalyst prediction with 721,799 reactions and 888 catalyst types from USPTO. Task: Predict which catalyst facilitates the given reaction. (1) Reactant: [CH3:1][N:2]1[C:7](=[O:8])[CH:6]=[C:5]([C:9]2[CH2:10][CH2:11][N:12]([C:15]([O:17][C:18]([CH3:21])([CH3:20])[CH3:19])=[O:16])[CH2:13][CH:14]=2)[C:4]([C:22]2[CH:27]=[CH:26][CH:25]=[CH:24][C:23]=2[O:28][C:29]2[CH:34]=[CH:33][CH:32]=[CH:31][CH:30]=2)=[N:3]1. Product: [CH3:1][N:2]1[C:7](=[O:8])[CH:6]=[C:5]([CH:9]2[CH2:10][CH2:11][N:12]([C:15]([O:17][C:18]([CH3:21])([CH3:19])[CH3:20])=[O:16])[CH2:13][CH2:14]2)[C:4]([C:22]2[CH:27]=[CH:26][CH:25]=[CH:24][C:23]=2[O:28][C:29]2[CH:34]=[CH:33][CH:32]=[CH:31][CH:30]=2)=[N:3]1. The catalyst class is: 19. (2) Reactant: [C:1](OO[C:1](=O)[C:2]1[CH:7]=C[CH:5]=[CH:4][CH:3]=1)(=O)[C:2]1[CH:7]=C[CH:5]=[CH:4][CH:3]=1.[Cl:19][C:20]1[CH:21]=[C:22]([CH2:27][C:28]([OH:30])=[O:29])[CH:23]=[C:24]([CH3:26])[CH:25]=1.[Br:31]N1C(=O)CCC1=O. Product: [CH3:5][CH2:4][CH2:3][CH:2]([CH3:7])[CH3:1].[Br:31][CH2:26][C:24]1[CH:23]=[C:22]([CH2:27][C:28]([OH:30])=[O:29])[CH:21]=[C:20]([Cl:19])[CH:25]=1. The catalyst class is: 2. (3) Reactant: [CH3:1][O:2][CH2:3][CH2:4][C:5]1([C:13](OC)=[O:14])[CH2:12][CH2:11][CH2:10][CH2:9][CH2:8][CH2:7][CH2:6]1.[H-].[H-].[H-].[H-].[Li+].[Al+3].[OH-].[Na+]. Product: [CH3:1][O:2][CH2:3][CH2:4][C:5]1([CH2:13][OH:14])[CH2:12][CH2:11][CH2:10][CH2:9][CH2:8][CH2:7][CH2:6]1. The catalyst class is: 28. (4) Product: [CH:1]1([O:6][C:7]([N:9]2[CH2:10][CH2:11][N:12]([CH:15]3[C:21]4=[N:22][CH:23]=[CH:24][CH:25]=[C:20]4[CH:19]=[C:18]([CH:26]([NH:33][C:47]([O:48][C:49]4([CH:52]5[CH2:54][CH2:53]5)[CH2:51][CH2:50]4)=[O:46])[C:27]4[N:28]([CH3:32])[CH:29]=[N:30][CH:31]=4)[C:17]4[CH:34]=[C:35]([Cl:38])[CH:36]=[CH:37][C:16]3=4)[CH2:13][CH2:14]2)=[O:8])[CH2:5][CH2:4][CH2:3][CH2:2]1. Reactant: [CH:1]1([O:6][C:7]([N:9]2[CH2:14][CH2:13][N:12]([CH:15]3[C:21]4=[N:22][CH:23]=[CH:24][CH:25]=[C:20]4[CH:19]=[C:18]([CH:26]([NH2:33])[C:27]4[N:28]([CH3:32])[CH:29]=[N:30][CH:31]=4)[C:17]4[CH:34]=[C:35]([Cl:38])[CH:36]=[CH:37][C:16]3=4)[CH2:11][CH2:10]2)=[O:8])[CH2:5][CH2:4][CH2:3][CH2:2]1.O=C1CCC(=O)N1[O:46][C:47](=O)[O:48][C:49]1([CH:52]2[CH2:54][CH2:53]2)[CH2:51][CH2:50]1. The catalyst class is: 236. (5) Reactant: Cl.[Br:2][C:3]1[CH:17]=[C:16]2[C:6]([C:7](=[O:18])[CH2:8][C:9]3([O:15]2)[CH2:14][CH2:13][NH:12][CH2:11][CH2:10]3)=[CH:5][C:4]=1[CH3:19].Cl.O1CCOC[CH2:22]1. Product: [Br:2][C:3]1[CH:17]=[C:16]2[C:6]([C:7](=[O:18])[CH2:8][C:9]3([O:15]2)[CH2:10][CH2:11][N:12]([CH3:22])[CH2:13][CH2:14]3)=[CH:5][C:4]=1[CH3:19]. The catalyst class is: 12. (6) Product: [CH3:49][N:2]([CH3:1])[CH2:3][C:4]([N:6]1[C:14]2[C:9](=[CH:10][C:11]([O:47][CH3:48])=[C:12]([NH:15][C:16]3[NH:21][C:20]4=[N:22][C:23]([CH3:25])=[CH:24][C:19]4=[C:18]([NH:36][C:37]4[CH:45]=[CH:44][CH:43]=[C:42]([F:46])[C:38]=4[C:39]([NH2:41])=[O:40])[N:17]=3)[CH:13]=2)[CH2:8][CH2:7]1)=[O:5]. The catalyst class is: 225. Reactant: [CH3:1][N:2]([CH3:49])[CH2:3][C:4]([N:6]1[C:14]2[C:9](=[CH:10][C:11]([O:47][CH3:48])=[C:12]([NH:15][C:16]3[N:17]=[C:18]([NH:36][C:37]4[CH:45]=[CH:44][CH:43]=[C:42]([F:46])[C:38]=4[C:39]([NH2:41])=[O:40])[C:19]4[CH:24]=[C:23]([CH3:25])[N:22](S(C5C=CC(C)=CC=5)(=O)=O)[C:20]=4[N:21]=3)[CH:13]=2)[CH2:8][CH2:7]1)=[O:5].[CH3:49][N:2]([CH3:1])[CH2:3][C:4]([N:6]1[C:14]2[C:9](=[CH:10][C:11]([O:47][CH3:48])=[C:12]([NH:15][C:16]3[NH:21][C:20]4=[N:22][C:23]([CH3:25])=[CH:24][C:19]4=[C:18]([NH:36][C:37]4[CH:45]=[CH:44][CH:43]=[C:42]([F:46])[C:38]=4[C:39]([NH2:41])=[O:40])[N:17]=3)[CH:13]=2)[CH2:8][CH2:7]1)=[O:5].[OH-].[Na+].